Dataset: Peptide-MHC class I binding affinity with 185,985 pairs from IEDB/IMGT. Task: Regression. Given a peptide amino acid sequence and an MHC pseudo amino acid sequence, predict their binding affinity value. This is MHC class I binding data. (1) The peptide sequence is FYYNAFHW. The MHC is HLA-A03:01 with pseudo-sequence HLA-A03:01. The binding affinity (normalized) is 0.0847. (2) The peptide sequence is FHGIFYSIF. The MHC is HLA-B08:01 with pseudo-sequence HLA-B08:01. The binding affinity (normalized) is 0.0847. (3) The peptide sequence is SFYGYGFNV. The MHC is HLA-A02:03 with pseudo-sequence HLA-A02:03. The binding affinity (normalized) is 0.638. (4) The peptide sequence is EMFKTKGRY. The MHC is HLA-A29:02 with pseudo-sequence HLA-A29:02. The binding affinity (normalized) is 0.136. (5) The peptide sequence is EQLLSCCRF. The MHC is Mamu-B08 with pseudo-sequence Mamu-B08. The binding affinity (normalized) is 0.